This data is from Experimentally validated miRNA-target interactions with 360,000+ pairs, plus equal number of negative samples. The task is: Binary Classification. Given a miRNA mature sequence and a target amino acid sequence, predict their likelihood of interaction. The miRNA is hsa-miR-23b-3p with sequence AUCACAUUGCCAGGGAUUACCAC. The protein sequence of the target gene is MAETKDAAQMLVTFKDVAVTFTREEWRQLDLAQRTLYREVMLETCGLLVSLGHRVPKPELVHLLEHGQELWIVKRGLSHATCAGDRAQVHTREPTTYPPVLSERAFLRGSLTLESSTSSDSRLGRARDEEGLLEMQKGKVTPETDLHKETHLGKVSLEGEGLGTDDGLHSRALQEWLSADVLHECDSQQPGKDALIHAGTNPYKCKQCGKGFNRKWYLVRHQRVHTGMKPYECNACGKAFSQSSTLIRHYLIHTGEKPYKCLECGKAFKRRSYLMQHHPIHTGEKPYECSQCRKAFTHRS.... Result: 1 (interaction).